This data is from Forward reaction prediction with 1.9M reactions from USPTO patents (1976-2016). The task is: Predict the product of the given reaction. (1) Given the reactants [Cl:1][CH2:2][CH2:3][CH2:4][CH2:5][N:6]1[CH2:10][CH2:9][NH:8][C:7]1=[O:11].[C:12]1(=O)[CH2:17][CH2:16][CH2:15][CH2:14][CH2:13]1.[BH4-].[Na+], predict the reaction product. The product is: [Cl:1][CH2:2][CH2:3][CH2:4][CH2:5][N:6]1[CH2:10][CH2:9][N:8]([CH:12]2[CH2:17][CH2:16][CH2:15][CH2:14][CH2:13]2)[C:7]1=[O:11]. (2) Given the reactants [F:1][C:2]1[CH:8]=[CH:7][CH:6]=[CH:5][C:3]=1[NH2:4].N1C=CC=CC=1.[Cl:15][CH2:16][CH2:17][C:18](Cl)=[O:19], predict the reaction product. The product is: [Cl:15][CH2:16][CH2:17][C:18]([NH:4][C:3]1[CH:5]=[CH:6][CH:7]=[CH:8][C:2]=1[F:1])=[O:19]. (3) The product is: [I:1][C:2]1[CH:9]=[CH:8][C:7]([C:10]([F:13])([F:12])[F:11])=[CH:6][C:3]=1[CH:4]=[O:26]. Given the reactants [I:1][C:2]1[CH:9]=[CH:8][C:7]([C:10]([F:13])([F:12])[F:11])=[CH:6][C:3]=1[C:4]#N.CC(C[AlH]CC(C)C)C.Cl.CC[O:26]CC, predict the reaction product. (4) Given the reactants [H-].[Na+].[CH3:3][N:4]([CH3:33])[C:5]([C:7]1[CH:12]=[C:11]([OH:13])[CH:10]=[CH:9][C:8]=1[NH:14][C:15]([C:17]1[C:18]([C:23]2[CH:28]=[CH:27][C:26]([C:29]([F:32])([F:31])[F:30])=[CH:25][CH:24]=2)=[CH:19][CH:20]=[CH:21][CH:22]=1)=[O:16])=[O:6].Br[CH2:35][C:36]([O:38][CH2:39][C:40]1[CH:45]=[CH:44][CH:43]=[CH:42][CH:41]=1)=[O:37], predict the reaction product. The product is: [CH2:39]([O:38][C:36](=[O:37])[CH2:35][O:13][C:11]1[CH:10]=[CH:9][C:8]([NH:14][C:15]([C:17]2[C:18]([C:23]3[CH:24]=[CH:25][C:26]([C:29]([F:30])([F:31])[F:32])=[CH:27][CH:28]=3)=[CH:19][CH:20]=[CH:21][CH:22]=2)=[O:16])=[C:7]([C:5](=[O:6])[N:4]([CH3:33])[CH3:3])[CH:12]=1)[C:40]1[CH:45]=[CH:44][CH:43]=[CH:42][CH:41]=1. (5) Given the reactants [C:1]([C:4]1[CH:5]=[C:6]([CH:10]=[CH:11][C:12]=1[CH2:13][CH2:14][CH3:15])[C:7]([OH:9])=[O:8])#[C:2][CH3:3], predict the reaction product. The product is: [CH2:1]([C:4]1[CH:5]=[C:6]([CH:10]=[CH:11][C:12]=1[CH2:13][CH2:14][CH3:15])[C:7]([OH:9])=[O:8])[CH2:2][CH3:3]. (6) Given the reactants [BH4-].[Na+].[CH:3]1([N:6]2[CH2:11][CH2:10][C:9](=[O:12])[CH2:8][CH2:7]2)[CH2:5][CH2:4]1, predict the reaction product. The product is: [CH:3]1([N:6]2[CH2:11][CH2:10][CH:9]([OH:12])[CH2:8][CH2:7]2)[CH2:5][CH2:4]1. (7) Given the reactants [CH3:1][S:2][CH2:3][C:4](=O)[C:5]([O:7][CH2:8][CH3:9])=[O:6].[C:11]1([NH:17]N)[CH:16]=[CH:15][CH:14]=[CH:13][CH:12]=1.C(O)C.Cl, predict the reaction product. The product is: [CH3:1][S:2][C:3]1[C:16]2[C:11](=[CH:12][CH:13]=[CH:14][CH:15]=2)[NH:17][C:4]=1[C:5]([O:7][CH2:8][CH3:9])=[O:6].